This data is from Forward reaction prediction with 1.9M reactions from USPTO patents (1976-2016). The task is: Predict the product of the given reaction. (1) Given the reactants [CH:1]1([CH2:6][C@H:7]([CH2:25][N:26]([CH:35]=[O:36])[O:27]CC2C=CC=CC=2)[C:8]([N:10]2[C@H:14]([C:15]([NH:17][C:18]3[CH:23]=[CH:22][N:21]=[CH:20][N:19]=3)=[O:16])[CH2:13][CH2:12][N:11]2[CH3:24])=[O:9])[CH2:5][CH2:4][CH2:3][CH2:2]1, predict the reaction product. The product is: [CH:1]1([CH2:6][C@H:7]([CH2:25][N:26]([CH:35]=[O:36])[OH:27])[C:8]([N:10]2[C@H:14]([C:15]([NH:17][C:18]3[CH:23]=[CH:22][N:21]=[CH:20][N:19]=3)=[O:16])[CH2:13][CH2:12][N:11]2[CH3:24])=[O:9])[CH2:2][CH2:3][CH2:4][CH2:5]1. (2) Given the reactants Cl.C(O[C:5]([C:7]1[CH:8]=[C:9]2[C:13](=[CH:14][CH:15]=1)[NH:12][N:11]=[C:10]2[C:16]1[CH:21]=[CH:20][C:19]([F:22])=[CH:18][CH:17]=1)=[NH:6])C.[C:23]([NH:31][NH2:32])(=O)[C:24]1[CH:29]=[CH:28][N:27]=[CH:26][CH:25]=1, predict the reaction product. The product is: [F:22][C:19]1[CH:18]=[CH:17][C:16]([C:10]2[C:9]3[C:13](=[CH:14][CH:15]=[C:7]([C:5]4[NH:6][C:23]([C:24]5[CH:29]=[CH:28][N:27]=[CH:26][CH:25]=5)=[N:31][N:32]=4)[CH:8]=3)[NH:12][N:11]=2)=[CH:21][CH:20]=1. (3) Given the reactants CC1(C)N([O])C(C)(C)CCC1.[F:12][C:13]1[C:18]([O:19][CH:20]([CH3:22])[CH3:21])=[CH:17][C:16]([CH2:23][OH:24])=[CH:15][C:14]=1[O:25][CH:26]([CH3:28])[CH3:27].Cl([O-])=[O:30].[Na+].Cl[O-].[Na+].[OH-].[Na+].S([O-])([O-])=O.[Na+].[Na+], predict the reaction product. The product is: [F:12][C:13]1[C:18]([O:19][CH:20]([CH3:22])[CH3:21])=[CH:17][C:16]([C:23]([OH:30])=[O:24])=[CH:15][C:14]=1[O:25][CH:26]([CH3:28])[CH3:27]. (4) Given the reactants [O:1]=[S:2]1(=[O:22])[CH:6]=[CH:5][C:4]2[CH:7]=[CH:8][C:9]([NH:11][C:12](=[O:21])[C:13]3[CH:18]=[CH:17][C:16]([O:19][CH3:20])=[CH:15][CH:14]=3)=[CH:10][C:3]1=2.[OH-:23].[Na+].[CH3:25]O, predict the reaction product. The product is: [CH3:20][O:19][C:16]1[CH:17]=[CH:18][C:13]([C:12]([NH:11][C:9]2[CH:8]=[CH:7][C:4]3[CH:5]([O:23][CH3:25])[CH2:6][S:2](=[O:22])(=[O:1])[C:3]=3[CH:10]=2)=[O:21])=[CH:14][CH:15]=1. (5) Given the reactants [CH3:1][C:2]([CH3:30])([O:4][C:5](=[O:29])[NH:6][CH:7]([C@H:17]1[CH2:22][CH2:21][C@H:20]([CH2:23][C:24]([O:26]CC)=[O:25])[CH2:19][CH2:18]1)[CH2:8][NH:9][C:10](=[O:16])[O:11][C:12]([CH3:15])([CH3:14])[CH3:13])[CH3:3].[OH-].[Na+], predict the reaction product. The product is: [CH3:3][C:2]([CH3:30])([O:4][C:5](=[O:29])[NH:6][CH:7]([C@H:17]1[CH2:22][CH2:21][C@H:20]([CH2:23][C:24]([OH:26])=[O:25])[CH2:19][CH2:18]1)[CH2:8][NH:9][C:10](=[O:16])[O:11][C:12]([CH3:13])([CH3:14])[CH3:15])[CH3:1]. (6) Given the reactants [N:1]1([C:10]2[C:11]([C:16]#[N:17])=[N:12][CH:13]=[CH:14][CH:15]=2)[C:9]2[C:4](=[CH:5][CH:6]=[CH:7][CH:8]=2)[CH:3]=[CH:2]1, predict the reaction product. The product is: [N:1]1([C:10]2[C:11]([CH2:16][NH2:17])=[N:12][CH:13]=[CH:14][CH:15]=2)[C:9]2[C:4](=[CH:5][CH:6]=[CH:7][CH:8]=2)[CH:3]=[CH:2]1.